Dataset: Full USPTO retrosynthesis dataset with 1.9M reactions from patents (1976-2016). Task: Predict the reactants needed to synthesize the given product. (1) The reactants are: [C:1]([O:5][C:6]([NH:8][C:9](=[N:38][C:39]([O:41][C:42]([CH3:45])([CH3:44])[CH3:43])=[O:40])[NH:10][C:11]1[CH:37]=[CH:36][C:14]([C:15]([O:17][C:18]2[CH:23]=[CH:22][C:21]([CH2:24][C:25]([O:27]CC3C=CC=CC=3)=[O:26])=[CH:20][C:19]=2[Cl:35])=[O:16])=[CH:13][CH:12]=1)=[O:7])([CH3:4])([CH3:3])[CH3:2]. Given the product [C:42]([O:41][C:39]([NH:38][C:9](=[N:8][C:6]([O:5][C:1]([CH3:4])([CH3:3])[CH3:2])=[O:7])[NH:10][C:11]1[CH:37]=[CH:36][C:14]([C:15]([O:17][C:18]2[CH:23]=[CH:22][C:21]([CH2:24][C:25]([OH:27])=[O:26])=[CH:20][C:19]=2[Cl:35])=[O:16])=[CH:13][CH:12]=1)=[O:40])([CH3:44])([CH3:45])[CH3:43], predict the reactants needed to synthesize it. (2) The reactants are: [C:1]([C:4]1[CH:26]=[CH:25][C:7]([O:8][CH2:9][C:10]2[CH:24]=[CH:23][C:13]([O:14][C:15]3[CH:22]=[CH:21][C:18]([C:19]#N)=[CH:17][N:16]=3)=[CH:12][CH:11]=2)=[C:6]([CH2:27][CH2:28][CH3:29])[C:5]=1[OH:30])(=[O:3])[CH3:2].[OH-:31].[K+].C(O)(C)C.Cl.[OH2:38]. Given the product [C:1]([C:4]1[CH:26]=[CH:25][C:7]([O:8][CH2:9][C:10]2[CH:11]=[CH:12][C:13]([O:14][C:15]3[CH:22]=[CH:21][C:18]([C:19]([OH:38])=[O:31])=[CH:17][N:16]=3)=[CH:23][CH:24]=2)=[C:6]([CH2:27][CH2:28][CH3:29])[C:5]=1[OH:30])(=[O:3])[CH3:2], predict the reactants needed to synthesize it. (3) Given the product [CH3:1][O:2][C:3](=[O:32])[C@@H:4]([N:27]1[CH:31]=[CH:30][CH:29]=[CH:28]1)[CH2:5][C:6]1[CH:11]=[CH:10][C:9]([CH2:12][N:13]([CH3:37])[CH2:14][C:15]2[N:16]=[C:17]([C:21]3[CH:22]=[CH:23][CH:24]=[CH:25][CH:26]=3)[O:18][C:19]=2[CH3:20])=[CH:8][CH:7]=1, predict the reactants needed to synthesize it. The reactants are: [CH3:1][O:2][C:3](=[O:32])[C@@H:4]([N:27]1[CH:31]=[CH:30][CH:29]=[CH:28]1)[CH2:5][C:6]1[CH:11]=[CH:10][C:9]([CH2:12][NH:13][CH2:14][C:15]2[N:16]=[C:17]([C:21]3[CH:26]=[CH:25][CH:24]=[CH:23][CH:22]=3)[O:18][C:19]=2[CH3:20])=[CH:8][CH:7]=1.C=O.[BH-](OC(C)=O)(OC(C)=O)O[C:37](C)=O.[Na+].C([O-])(O)=O.[Na+]. (4) Given the product [Cl:26][C:6]1[CH:7]=[C:2]([CH:3]=[CH:4][CH:5]=1)[CH2:1][NH:8][C:9]([C:11]1[S:12][CH:13]=[CH:14][C:15]=1[NH:16][C:17]1[C:18]2[CH:25]=[CH:24][NH:23][C:19]=2[N:20]=[CH:21][N:22]=1)=[O:10], predict the reactants needed to synthesize it. The reactants are: [CH2:1]([NH:8][C:9]([C:11]1[S:12][CH:13]=[CH:14][C:15]=1[NH:16][C:17]1[C:18]2[CH:25]=[CH:24][NH:23][C:19]=2[N:20]=[CH:21][N:22]=1)=[O:10])[C:2]1[CH:7]=[CH:6][CH:5]=[CH:4][CH:3]=1.[Cl:26]C1C=C(C=CC=1)CN. (5) Given the product [CH2:42]([N:35]1[C:36](=[O:37])[C:38]2[NH:41][C:13]([C:11]3[N:10]([CH3:16])[N:9]=[C:8]([O:7][CH2:3][C:4]([OH:6])=[O:5])[CH:12]=3)=[N:40][C:39]=2[N:32]([CH2:29][CH2:30][CH3:31])[C:33]1=[O:34])[CH2:43][CH3:44], predict the reactants needed to synthesize it. The reactants are: C([CH:3]([O:7][C:8]1[CH:12]=[C:11]([C:13](O)=O)[N:10]([CH3:16])[N:9]=1)[C:4]([OH:6])=[O:5])C.CCN=C=NCCCN(C)C.Cl.[CH2:29]([N:32]1[C:39]([NH2:40])=[C:38]([NH2:41])[C:36](=[O:37])[N:35]([CH2:42][CH:43]=[CH2:44])[C:33]1=[O:34])[CH:30]=[CH2:31].